Dataset: Catalyst prediction with 721,799 reactions and 888 catalyst types from USPTO. Task: Predict which catalyst facilitates the given reaction. (1) Reactant: [NH2:1][C:2]1[CH:6]=[CH:5][S:4][C:3]=1[C:7]([O:9][CH3:10])=[O:8].C(N(CC)CC)C.[CH3:18][C@H:19]1[CH2:24][CH2:23][C@H:22]([C:25](Cl)=[O:26])[CH2:21][CH2:20]1.C(=O)(O)[O-].[Na+]. Product: [CH3:18][C@H:19]1[CH2:24][CH2:23][C@H:22]([C:25]([NH:1][C:2]2[CH:6]=[CH:5][S:4][C:3]=2[C:7]([O:9][CH3:10])=[O:8])=[O:26])[CH2:21][CH2:20]1. The catalyst class is: 2. (2) Reactant: [NH2:1][CH2:2][C:3]([NH:5][CH:6]([CH2:10][CH3:11])[C:7]([OH:9])=[O:8])=[O:4].CCN(C(C)C)C(C)C.[C:21](N1C=CN=C1)(N1C=CN=C1)=[S:22]. Product: [O:4]=[C:3]1[N:5]([CH:6]([CH2:10][CH3:11])[C:7]([OH:9])=[O:8])[C:21](=[S:22])[NH:1][CH2:2]1. The catalyst class is: 1. (3) Reactant: [CH2:1]1[CH2:24][O:23][CH:22]2[CH:3]([CH2:4][C:5]3[C@:20]([CH3:25])([CH2:21]2)[C@@H:19]2[C@H:8]([C@H:9]4[C@:16]([CH3:27])([CH2:17][C@H:18]2[OH:26])[C@@H:12]([C:13](=[O:15])[CH3:14])[CH2:11][CH2:10]4)[CH2:7][CH:6]=3)[O:2]1.[C:28](OC(=O)C)(=[O:30])[CH3:29]. Product: [CH2:1]1[CH2:24][O:23][CH:22]2[CH:3]([CH2:4][C:5]3[C@:20]([CH3:25])([CH2:21]2)[C@@H:19]2[C@H:8]([C@H:9]4[C@:16]([CH3:27])([CH2:17][C@H:18]2[O:26][C:28](=[O:30])[CH3:29])[C@@H:12]([C:13](=[O:15])[CH3:14])[CH2:11][CH2:10]4)[CH2:7][CH:6]=3)[O:2]1. The catalyst class is: 17. (4) Product: [NH2:7][CH:8]1[CH2:13][CH2:12][CH2:11][CH:10]([NH:14][C:15]([C:17]2[C:25]3[C:20](=[N:21][CH:22]=[C:23]([C:26]4[C:34]5[C:29](=[CH:30][C:31]([Cl:35])=[CH:32][CH:33]=5)[N:28]([CH3:36])[N:27]=4)[N:24]=3)[NH:19][CH:18]=2)=[O:16])[CH2:9]1. Reactant: C(OC(=O)[NH:7][CH:8]1[CH2:13][CH2:12][CH2:11][CH:10]([NH:14][C:15]([C:17]2[C:25]3[C:20](=[N:21][CH:22]=[C:23]([C:26]4[C:34]5[C:29](=[CH:30][C:31]([Cl:35])=[CH:32][CH:33]=5)[N:28]([CH3:36])[N:27]=4)[N:24]=3)[NH:19][CH:18]=2)=[O:16])[CH2:9]1)(C)(C)C.C(O)(C(F)(F)F)=O.C1CCCCC1. The catalyst class is: 98. (5) Reactant: [CH3:1][N:2]1[C:7](=[O:8])[CH:6]=[C:5]([N:9]2[CH2:14][CH2:13][O:12][CH2:11][CH2:10]2)[N:4]=[C:3]1[CH2:15][C:16]([O-:18])=O.[Na+].[NH2:20][C:21]1[CH:22]=[CH:23][C:24]([F:29])=[C:25]([CH2:27][OH:28])[CH:26]=1.Cl.CN(C)CCCN=C=NCC. Product: [F:29][C:24]1[CH:23]=[CH:22][C:21]([NH:20][C:16](=[O:18])[CH2:15][C:3]2[N:2]([CH3:1])[C:7](=[O:8])[CH:6]=[C:5]([N:9]3[CH2:10][CH2:11][O:12][CH2:13][CH2:14]3)[N:4]=2)=[CH:26][C:25]=1[CH2:27][OH:28]. The catalyst class is: 672. (6) Reactant: [NH2:1][CH:2]1[CH2:7][CH2:6][N:5]([C:8]2[CH:9]=[N:10][C:11]([O:17][C:18]3[CH:23]=[CH:22][C:21]([O:24][C:25]4[CH:30]=[CH:29][CH:28]=[CH:27][CH:26]=4)=[CH:20][CH:19]=3)=[C:12]([C:14]([NH2:16])=[O:15])[CH:13]=2)[CH2:4][CH2:3]1.C(N(CC)C(C)C)(C)C.[C:40](Cl)(=[O:44])/[CH:41]=[CH:42]/[CH3:43]. Product: [C:40]([NH:1][CH:2]1[CH2:7][CH2:6][N:5]([C:8]2[CH:9]=[N:10][C:11]([O:17][C:18]3[CH:23]=[CH:22][C:21]([O:24][C:25]4[CH:30]=[CH:29][CH:28]=[CH:27][CH:26]=4)=[CH:20][CH:19]=3)=[C:12]([C:14]([NH2:16])=[O:15])[CH:13]=2)[CH2:4][CH2:3]1)(=[O:44])/[CH:41]=[CH:42]/[CH3:43]. The catalyst class is: 2. (7) Reactant: [CH2:1]([O:4][C:5]([NH:7][C@@:8]1([C:17]([OH:19])=[O:18])[CH2:13][CH2:12][C@@H:11]2[C@H:9]1[C@H:10]2[C:14]([OH:16])=[O:15])=[O:6])[CH:2]=[CH2:3].C(N=C=N[CH2:25][CH2:26][CH2:27]N(C)C)C.CN(C1C=CC=CN=1)C.C(O)C=C. Product: [CH2:27]([O:15][C:14]([C@@H:10]1[C@@H:9]2[C@H:11]1[CH2:12][CH2:13][C@@:8]2([NH:7][C:5]([O:4][CH2:1][CH:2]=[CH2:3])=[O:6])[C:17]([OH:19])=[O:18])=[O:16])[CH:26]=[CH2:25]. The catalyst class is: 2. (8) Reactant: [Cl:1][C:2]1[S:6][C:5]([C:7]2[O:11][N:10]=[C:9]([CH2:12][N:13]3[C:21]4[C:16](=[CH:17][C:18]([C:22]([OH:24])=[O:23])=[CH:19][CH:20]=4)[CH:15]=[C:14]3[C:25](=[O:36])[NH:26][CH:27]3[CH2:32][CH2:31][N:30]([CH:33]([CH3:35])[CH3:34])[CH2:29][CH2:28]3)[CH:8]=2)=[CH:4][CH:3]=1.[CH3:37][CH2:38]O.C1CCC(N=C=NC2CCCCC2)CC1. Product: [CH2:37]([O:23][C:22]([C:18]1[CH:17]=[C:16]2[C:21](=[CH:20][CH:19]=1)[N:13]([CH2:12][C:9]1[CH:8]=[C:7]([C:5]3[S:6][C:2]([Cl:1])=[CH:3][CH:4]=3)[O:11][N:10]=1)[C:14]([C:25](=[O:36])[NH:26][CH:27]1[CH2:32][CH2:31][N:30]([CH:33]([CH3:34])[CH3:35])[CH2:29][CH2:28]1)=[CH:15]2)=[O:24])[CH3:38]. The catalyst class is: 239. (9) Reactant: Cl.Cl.[CH:3]1([O:8][C:9]2[CH:10]=[C:11]([N:17]3[CH2:22][CH2:21][NH:20][C@@H:19]([CH2:23][N:24]4[CH2:28][CH2:27][CH2:26][CH2:25]4)[CH2:18]3)[CH:12]=[CH:13][C:14]=2[O:15][CH3:16])[CH2:7][CH2:6][CH2:5][CH2:4]1.C(N(C(C)C)CC)(C)C.[CH3:38][C:39]1[NH:43][N:42]=[C:41]([CH2:44][C:45](O)=[O:46])[N:40]=1.CN(C(ON1N=NC2C=CC=CC1=2)=[N+](C)C)C.F[P-](F)(F)(F)(F)F. The catalyst class is: 59. Product: [CH:3]1([O:8][C:9]2[CH:10]=[C:11]([N:17]3[CH2:22][CH2:21][N:20]([C:45](=[O:46])[CH2:44][C:41]4[N:40]=[C:39]([CH3:38])[NH:43][N:42]=4)[C@@H:19]([CH2:23][N:24]4[CH2:25][CH2:26][CH2:27][CH2:28]4)[CH2:18]3)[CH:12]=[CH:13][C:14]=2[O:15][CH3:16])[CH2:7][CH2:6][CH2:5][CH2:4]1.